Dataset: Full USPTO retrosynthesis dataset with 1.9M reactions from patents (1976-2016). Task: Predict the reactants needed to synthesize the given product. Given the product [CH3:1][O:2][C:3]1[CH:4]=[C:5]2[CH2:14][CH:13]([CH2:15][CH:16]3[CH2:17][CH2:18][N:19]([CH2:22][C:23]4[CH:28]=[CH:27][CH:26]=[CH:25][CH:24]=4)[CH2:20][CH2:21]3)[C:11](=[O:12])[C:6]2=[CH:7][C:8]=1[O:9][CH3:10].[ClH:29], predict the reactants needed to synthesize it. The reactants are: [CH3:1][O:2][C:3]1[CH:4]=[C:5]2[CH2:14][CH:13]([CH2:15][CH:16]3[CH2:21][CH2:20][N:19]([CH2:22][C:23]4[CH:24]=[CH:25][CH:26]=[CH:27][CH:28]=4)[CH2:18][CH2:17]3)[C:11](=[O:12])[C:6]2=[CH:7][C:8]=1[O:9][CH3:10].[ClH:29].C(OC(C)C)(C)C.